This data is from Full USPTO retrosynthesis dataset with 1.9M reactions from patents (1976-2016). The task is: Predict the reactants needed to synthesize the given product. (1) The reactants are: [H-].[Na+].[CH2:3]([O:10][C:11]1[C:12]([O:21][CH3:22])=[CH:13][C:14]([N+:18]([O-:20])=[O:19])=[C:15]([CH:17]=1)[NH2:16])[C:4]1[CH:9]=[CH:8][CH:7]=[CH:6][CH:5]=1.[CH3:23][O:24][CH:25]([O:30][CH3:31])[C:26](OC)=[O:27]. Given the product [CH2:3]([O:10][C:11]1[C:12]([O:21][CH3:22])=[CH:13][C:14]([N+:18]([O-:20])=[O:19])=[C:15]([NH:16][C:26](=[O:27])[CH:25]([O:30][CH3:31])[O:24][CH3:23])[CH:17]=1)[C:4]1[CH:5]=[CH:6][CH:7]=[CH:8][CH:9]=1, predict the reactants needed to synthesize it. (2) Given the product [CH3:18][N:19]1[CH2:24][CH2:23][CH2:22][CH:21]([O:25][C:6]([N:5]2[C:9]3[CH:10]=[CH:11][C:12]([N+:14]([O-:16])=[O:15])=[CH:13][C:8]=3[O:7][CH2:2][CH2:3][CH2:4]2)=[O:17])[CH2:20]1, predict the reactants needed to synthesize it. The reactants are: Cl[CH2:2][CH2:3][CH2:4][N:5]1[C:9]2[CH:10]=[CH:11][C:12]([N+:14]([O-:16])=[O:15])=[CH:13][C:8]=2[O:7][C:6]1=[O:17].[CH3:18][N:19]1[CH2:24][CH2:23][CH2:22][CH:21]([OH:25])[CH2:20]1.